From a dataset of Catalyst prediction with 721,799 reactions and 888 catalyst types from USPTO. Predict which catalyst facilitates the given reaction. (1) Reactant: [F:1][C:2]1[CH:16]=[CH:15][CH:14]=[CH:13][C:3]=1[CH2:4][N:5]1[C:9]([CH3:10])=[CH:8][C:7]([C:11]#[N:12])=[N:6]1.C[O-].[Na+].[Cl-].[NH4+:21]. Product: [F:1][C:2]1[CH:16]=[CH:15][CH:14]=[CH:13][C:3]=1[CH2:4][N:5]1[C:9]([CH3:10])=[CH:8][C:7]([C:11](=[NH:21])[NH2:12])=[N:6]1. The catalyst class is: 5. (2) Reactant: [NH2:1][C:2]1[N:3]=[N:4][C:5](Cl)=[CH:6][CH:7]=1.[CH3:9][O:10][C:11]1[CH:16]=[CH:15][C:14](B(O)O)=[CH:13][CH:12]=1.C(=O)([O-])[O-].[Na+].[Na+]. The catalyst class is: 206. Product: [CH3:9][O:10][C:11]1[CH:16]=[CH:15][C:14]([C:5]2[N:4]=[N:3][C:2]([NH2:1])=[CH:7][CH:6]=2)=[CH:13][CH:12]=1. (3) Reactant: [CH3:1][O:2][C:3](=[O:12])[CH2:4][C:5]1[CH:10]=[CH:9][CH:8]=[C:7]([OH:11])[CH:6]=1.C1(P(C2C=CC=CC=2)C2C=CC=CC=2)C=CC=CC=1.O[CH2:33][CH2:34][CH2:35][NH:36][C:37](=[O:43])[O:38][C:39]([CH3:42])([CH3:41])[CH3:40].CC(OC(/N=N/C(OC(C)C)=O)=O)C. Product: [CH3:1][O:2][C:3](=[O:12])[CH2:4][C:5]1[CH:10]=[CH:9][CH:8]=[C:7]([O:11][CH2:33][CH2:34][CH2:35][NH:36][C:37]([O:38][C:39]([CH3:40])([CH3:42])[CH3:41])=[O:43])[CH:6]=1. The catalyst class is: 1. (4) Reactant: [Li]CCCC.[CH3:6][C:7]1[S:8][CH:9]=[CH:10][CH:11]=1.C([O:15][B:16](OC(C)C)[O:17]C(C)C)(C)C. The catalyst class is: 116. Product: [CH3:6][C:7]1[S:8][C:9]([B:16]([OH:17])[OH:15])=[CH:10][CH:11]=1. (5) Reactant: [CH:1]1([C:4]2[O:8][N:7]=[C:6]([C:9]3[CH:14]=[CH:13][CH:12]=[CH:11][C:10]=3[O:15][C:16]([F:19])([F:18])[F:17])[C:5]=2[CH2:20]O)[CH2:3][CH2:2]1.P(Br)(Br)[Br:23]. Product: [Br:23][CH2:20][C:5]1[C:6]([C:9]2[CH:14]=[CH:13][CH:12]=[CH:11][C:10]=2[O:15][C:16]([F:19])([F:18])[F:17])=[N:7][O:8][C:4]=1[CH:1]1[CH2:3][CH2:2]1. The catalyst class is: 2. (6) Reactant: [O:1]=[C:2]1[NH:7][N:6]=[C:5]([C:8]2[N:16]3[C:11]([CH:12]=[CH:13][CH:14]=[CH:15]3)=[CH:10][C:9]=2[C:17]([O:19][CH2:20][CH3:21])=[O:18])[CH:4]=[CH:3]1.C([O-])([O-])=O.[K+].[K+].Cl.Cl[CH2:30][CH2:31][N:32]1[CH2:37][CH2:36][O:35][CH2:34][CH2:33]1. Product: [N:32]1([CH2:31][CH2:30][N:7]2[C:2](=[O:1])[CH:3]=[CH:4][C:5]([C:8]3[N:16]4[C:11]([CH:12]=[CH:13][CH:14]=[CH:15]4)=[CH:10][C:9]=3[C:17]([O:19][CH2:20][CH3:21])=[O:18])=[N:6]2)[CH2:37][CH2:36][O:35][CH2:34][CH2:33]1. The catalyst class is: 39. (7) Reactant: C(NC(C)C)(C)C.C([Li])CCC.[C:13]([O:16][CH2:17][CH3:18])(=[O:15])[CH3:14].[F:19][C:20]1[CH:25]=[CH:24][C:23]([C:26]2[C:34]3[C:29](=[CH:30][CH:31]=[CH:32][CH:33]=3)[N:28]([CH:35]([CH3:37])[CH3:36])[C:27]=2[CH:38]=[CH:39][CH:40]=[O:41])=[CH:22][CH:21]=1. Product: [CH2:17]([O:16][C:13](=[O:15])[CH2:14][CH:40]([OH:41])[CH:39]=[CH:38][C:27]1[N:28]([CH:35]([CH3:36])[CH3:37])[C:29]2[C:34]([C:26]=1[C:23]1[CH:22]=[CH:21][C:20]([F:19])=[CH:25][CH:24]=1)=[CH:33][CH:32]=[CH:31][CH:30]=2)[CH3:18]. The catalyst class is: 7.